From a dataset of Forward reaction prediction with 1.9M reactions from USPTO patents (1976-2016). Predict the product of the given reaction. (1) Given the reactants [Cl:1][C:2]1[CH:7]=[CH:6][C:5]([C:8]2[CH:13]=[CH:12][C:11]([N+:14]([O-])=O)=[C:10]([CH2:17][N:18]3[CH2:23][CH2:22][N:21]([C:24]([O:26][C:27]([CH3:30])([CH3:29])[CH3:28])=[O:25])[CH2:20][CH:19]3[C:31]([O:33][CH3:34])=[O:32])[CH:9]=2)=[CH:4][CH:3]=1.[H][H], predict the reaction product. The product is: [NH2:14][C:11]1[CH:12]=[CH:13][C:8]([C:5]2[CH:6]=[CH:7][C:2]([Cl:1])=[CH:3][CH:4]=2)=[CH:9][C:10]=1[CH2:17][N:18]1[CH2:23][CH2:22][N:21]([C:24]([O:26][C:27]([CH3:29])([CH3:30])[CH3:28])=[O:25])[CH2:20][CH:19]1[C:31]([O:33][CH3:34])=[O:32]. (2) Given the reactants C(OC([N:8]1[CH2:13][CH2:12][N:11]([C:14]2[CH:19]=[CH:18][C:17]([NH:20][C:21]([C:23]3[O:24][C:25]4[C:30]([C:31](=[O:33])[CH:32]=3)=[CH:29][CH:28]=[CH:27][C:26]=4[N:34]3[CH2:39][CH2:38][N:37]([CH3:40])[CH2:36][CH2:35]3)=[O:22])=[CH:16][CH:15]=2)[CH2:10][CH2:9]1)=O)(C)(C)C, predict the reaction product. The product is: [N:11]1([C:14]2[CH:19]=[CH:18][C:17]([NH:20][C:21]([C:23]3[O:24][C:25]4[C:30]([C:31](=[O:33])[CH:32]=3)=[CH:29][CH:28]=[CH:27][C:26]=4[N:34]3[CH2:35][CH2:36][N:37]([CH3:40])[CH2:38][CH2:39]3)=[O:22])=[CH:16][CH:15]=2)[CH2:12][CH2:13][NH:8][CH2:9][CH2:10]1. (3) Given the reactants C(O)(C(F)(F)F)=O.O[CH2:9][CH2:10][C:11]1[CH:16]=[CH:15][C:14]([O:17][C:18](=[O:27])[N:19]([CH3:26])[C:20]2[CH:25]=[CH:24][CH:23]=[CH:22][CH:21]=2)=[CH:13][CH:12]=1.[SH:28][C:29]1[N:30]([CH3:34])[CH:31]=[CH:32][N:33]=1, predict the reaction product. The product is: [CH3:34][N:30]1[CH:31]=[CH:32][N:33]=[C:29]1[S:28][CH2:9][CH2:10][C:11]1[CH:16]=[CH:15][C:14]([O:17][C:18](=[O:27])[N:19]([CH3:26])[C:20]2[CH:25]=[CH:24][CH:23]=[CH:22][CH:21]=2)=[CH:13][CH:12]=1. (4) Given the reactants CON(C)[C:4]([C:6]1[N:7]=[CH:8][N:9]([C:11]2[CH:12]=[C:13]([C:17]3[CH:22]=[CH:21][CH:20]=[C:19]([F:23])[C:18]=3[O:24][CH3:25])[CH:14]=[CH:15][CH:16]=2)[CH:10]=1)=[O:5].Br[C:28]1[CH:33]=[C:32]([CH3:34])[CH:31]=[CH:30][N:29]=1, predict the reaction product. The product is: [F:23][C:19]1[C:18]([O:24][CH3:25])=[C:17]([C:13]2[CH:14]=[CH:15][CH:16]=[C:11]([N:9]3[CH:10]=[C:6]([C:4]([C:28]4[CH:33]=[C:32]([CH3:34])[CH:31]=[CH:30][N:29]=4)=[O:5])[N:7]=[CH:8]3)[CH:12]=2)[CH:22]=[CH:21][CH:20]=1. (5) Given the reactants [CH3:1][N:2]1[C:7]2=[C:8]3[N:12]([C:13]([C:14]4[CH:19]=[CH:18][CH:17]=[CH:16][CH:15]=4)=[C:6]2[C:5](=[O:21])[N:4]([CH3:22])[C:3]1=[O:23])[CH2:11][CH2:10][C:9]3=[O:20].N1C(C)=CC=CC=1C.[F:32][C:33]([F:46])([F:45])[S:34](O[S:34]([C:33]([F:46])([F:45])[F:32])(=[O:36])=[O:35])(=[O:36])=[O:35].C(OCC)C, predict the reaction product. The product is: [F:32][C:33]([F:46])([F:45])[S:34]([O:20][C:9]1[C:8]2[N:12]([C:13]([C:14]3[CH:19]=[CH:18][CH:17]=[CH:16][CH:15]=3)=[C:6]3[C:5](=[O:21])[N:4]([CH3:22])[C:3](=[O:23])[N:2]([CH3:1])[C:7]3=2)[CH2:11][CH:10]=1)(=[O:36])=[O:35]. (6) Given the reactants [NH2:1][C:2]1[CH:7]=[CH:6][CH:5]=[CH:4][C:3]=1[CH2:8][C:9]#[N:10].[Br:11]N1C(=O)CCC1=O, predict the reaction product. The product is: [NH2:1][C:2]1[CH:7]=[CH:6][C:5]([Br:11])=[CH:4][C:3]=1[CH2:8][C:9]#[N:10]. (7) Given the reactants [CH2:1]([C:10]1[C:18]2[C:13](=[CH:14][CH:15]=[CH:16][CH:17]=2)[NH:12][C:11]=1C(O)=O)[C:2]([C:4]1[CH:9]=[CH:8][CH:7]=[CH:6]C=1)=O.[OH2:22].[NH2:23][NH2:24].[CH3:25]O, predict the reaction product. The product is: [C:2]1([C:1]2[C:10]3=[CH:11][NH:12][C:13]4[CH:14]=[CH:15][CH:16]=[C:17]([C:18]=43)[C:25](=[O:22])[NH:24][N:23]=2)[CH:4]=[CH:9][CH:8]=[CH:7][CH:6]=1. (8) Given the reactants [C:1]1([C:7]2[CH:12]=[C:11]([N:13]3[C:25]4[CH:24]=[CH:23][C:22](B5OC(C)(C)C(C)(C)O5)=[CH:21][C:20]=4[C:19]4[C:14]3=[CH:15][CH:16]=[CH:17][CH:18]=4)[CH:10]=[C:9]([C:35]3[CH:40]=[CH:39][CH:38]=[CH:37][CH:36]=3)[CH:8]=2)[CH:6]=[CH:5][CH:4]=[CH:3][CH:2]=1.BrC1C=C2C(=CC=1)N(C1C=CC=CC=1)[C:50]1[CH:49]=[C:48]3[C:61]([CH3:69])([CH3:68])[C:62]4[C:67]([C:47]3=[CH:46][C:45]2=1)=[CH:66]C=C[CH:63]=4.[OH-].C([N+:73]([CH2:78][CH3:79])([CH2:76][CH3:77])[CH2:74][CH3:75])C, predict the reaction product. The product is: [CH3:68][C:61]1([CH3:69])[C:62]2=[CH:63][C:78]3[N:73]([C:74]4[CH:75]=[CH:9][CH:8]=[CH:7][CH:12]=4)[C:76]4[C:77]([C:79]=3[CH:66]=[C:67]2[C:47]2[C:48]1=[CH:49][CH:50]=[CH:45][CH:46]=2)=[CH:3][C:2]([C:22]1[CH:23]=[CH:24][C:25]2[N:13]([C:11]3[CH:10]=[C:9]([C:35]5[CH:40]=[CH:39][CH:38]=[CH:37][CH:36]=5)[CH:8]=[C:7]([C:1]5[CH:2]=[CH:3][CH:4]=[CH:5][CH:6]=5)[CH:12]=3)[C:14]3[C:19]([C:20]=2[CH:21]=1)=[CH:18][CH:17]=[CH:16][CH:15]=3)=[CH:1][CH:6]=4.